Dataset: Peptide-MHC class II binding affinity with 134,281 pairs from IEDB. Task: Regression. Given a peptide amino acid sequence and an MHC pseudo amino acid sequence, predict their binding affinity value. This is MHC class II binding data. (1) The peptide sequence is PNYNLIIMDEAHFTD. The MHC is DRB4_0101 with pseudo-sequence DRB4_0103. The binding affinity (normalized) is 0.507. (2) The peptide sequence is YDKFLANVSTSLTGK. The MHC is DRB1_0404 with pseudo-sequence DRB1_0404. The binding affinity (normalized) is 0.803. (3) The peptide sequence is QLKEYVWKTLKSGKV. The MHC is HLA-DQA10101-DQB10501 with pseudo-sequence HLA-DQA10101-DQB10501. The binding affinity (normalized) is 0. (4) The peptide sequence is LKRMAVSGDDCVVRP. The MHC is HLA-DQA10303-DQB10402 with pseudo-sequence HLA-DQA10303-DQB10402. The binding affinity (normalized) is 0. (5) The peptide sequence is KDKTDIHRLEPVKCD. The MHC is DRB1_0301 with pseudo-sequence DRB1_0301. The binding affinity (normalized) is 0.337. (6) The peptide sequence is GTLQIVDKIDAAFKI. The MHC is DRB3_0202 with pseudo-sequence DRB3_0202. The binding affinity (normalized) is 0.223.